This data is from Reaction yield outcomes from USPTO patents with 853,638 reactions. The task is: Predict the reaction yield, written as a fraction of the theoretical maximum amount of product (1.0 means a 100% yield; for example, 0.34 means a 34% yield). (1) The reactants are [C:1]([NH:5][C:6]1[CH:11]=[CH:10][C:9]([N+:12]([O-:14])=[O:13])=[CH:8][C:7]=1[C:15]#[C:16][Si](C)(C)C)([CH3:4])([CH3:3])[CH3:2].CCOC(C)=O. The catalyst is CN(C=O)C.[Cu]I. The product is [C:1]([N:5]1[C:6]2[C:7](=[CH:8][C:9]([N+:12]([O-:14])=[O:13])=[CH:10][CH:11]=2)[CH:15]=[CH:16]1)([CH3:4])([CH3:3])[CH3:2]. The yield is 0.930. (2) The reactants are C(OC([N:8]([C:13]1[CH:14]=[C:15]([C:21]2[CH:22]=[C:23]3[C:32]([C:33]4[C:34]([CH3:47])=[N:35][N:36]([CH2:39][C:40]5[CH:45]=[CH:44][CH:43]=[C:42]([F:46])[CH:41]=5)[C:37]=4[CH3:38])=[CH:31][N:30](C(OC(C)(C)C)=O)[C:24]3=[N:25][C:26]=2[CH:27]2[CH2:29][CH2:28]2)[CH:16]=[CH:17][C:18]=1[O:19][CH3:20])[S:9]([CH3:12])(=[O:11])=[O:10])=O)(C)(C)C. The catalyst is Cl.O1CCOCC1. The product is [CH:27]1([C:26]2[N:25]=[C:24]3[NH:30][CH:31]=[C:32]([C:33]4[C:34]([CH3:47])=[N:35][N:36]([CH2:39][C:40]5[CH:45]=[CH:44][CH:43]=[C:42]([F:46])[CH:41]=5)[C:37]=4[CH3:38])[C:23]3=[CH:22][C:21]=2[C:15]2[CH:16]=[CH:17][C:18]([O:19][CH3:20])=[C:13]([NH:8][S:9]([CH3:12])(=[O:10])=[O:11])[CH:14]=2)[CH2:28][CH2:29]1. The yield is 0.181. (3) The reactants are C[O:2][C:3]1[CH:4]=[CH:5][C:6]2[S:10][C:9]([C:11]3[CH:21]=[CH:20][C:14]([C:15]([O:17][CH2:18][CH3:19])=[O:16])=[CH:13][CH:12]=3)=[CH:8][C:7]=2[CH:22]=1.B(Br)(Br)Br.C(OCC)(=O)C. The catalyst is ClCCl. The product is [OH:2][C:3]1[CH:4]=[CH:5][C:6]2[S:10][C:9]([C:11]3[CH:21]=[CH:20][C:14]([C:15]([O:17][CH2:18][CH3:19])=[O:16])=[CH:13][CH:12]=3)=[CH:8][C:7]=2[CH:22]=1. The yield is 0.640.